The task is: Predict the reactants needed to synthesize the given product.. This data is from Full USPTO retrosynthesis dataset with 1.9M reactions from patents (1976-2016). Given the product [C:23]([O:22][C:20]([N:4]1[C:5]2[C:10](=[CH:9][C:8]([O:11][CH3:12])=[CH:7][CH:6]=2)[C:2]([I:1])=[N:3]1)=[O:21])([CH3:26])([CH3:25])[CH3:24], predict the reactants needed to synthesize it. The reactants are: [I:1][C:2]1[C:10]2[C:5](=[CH:6][CH:7]=[C:8]([O:11][CH3:12])[CH:9]=2)[NH:4][N:3]=1.C(N(CC)CC)C.[C:20](O[C:20]([O:22][C:23]([CH3:26])([CH3:25])[CH3:24])=[O:21])([O:22][C:23]([CH3:26])([CH3:25])[CH3:24])=[O:21].